This data is from Full USPTO retrosynthesis dataset with 1.9M reactions from patents (1976-2016). The task is: Predict the reactants needed to synthesize the given product. (1) The reactants are: [Cl:1][C:2]1[CH:7]=[CH:6][C:5]([C:8]2[CH:9]=[N:10][CH:11]=[C:12]3[C:17]=2[N:16]=[C:15]([C:18]([OH:20])=O)[CH:14]=[CH:13]3)=[CH:4][CH:3]=1.C(N(CC)C(C)C)(C)C.F[P-](F)(F)(F)(F)F.N1(OC(N(C)C)=[N+](C)C)[C:41]2[N:42]=C[CH:44]=[CH:45][C:40]=2[N:39]=N1.NC1(C#N)CC1. Given the product [Cl:1][C:2]1[CH:3]=[CH:4][C:5]([C:8]2[CH:9]=[N:10][CH:11]=[C:12]3[C:17]=2[N:16]=[C:15]([C:18]([NH:39][C:40]2([C:41]#[N:42])[CH2:44][CH2:45]2)=[O:20])[CH:14]=[CH:13]3)=[CH:6][CH:7]=1, predict the reactants needed to synthesize it. (2) Given the product [F:15][C:12]1[CH:11]=[CH:10][C:9]([CH2:8][C:6]2[CH:7]=[C:2]([NH:1][CH2:30][CH2:29][CH2:28][N:23]3[CH2:24][CH2:25][CH2:26][CH2:27][C:22]3=[O:21])[C:3]([C:16]([O:18][CH2:19][CH3:20])=[O:17])=[N:4][CH:5]=2)=[CH:14][CH:13]=1, predict the reactants needed to synthesize it. The reactants are: [NH2:1][C:2]1[C:3]([C:16]([O:18][CH2:19][CH3:20])=[O:17])=[N:4][CH:5]=[C:6]([CH2:8][C:9]2[CH:14]=[CH:13][C:12]([F:15])=[CH:11][CH:10]=2)[CH:7]=1.[O:21]=[C:22]1[CH2:27][CH2:26][CH2:25][CH2:24][N:23]1[CH2:28][CH2:29][CH:30]=O.C(O[BH-](OC(=O)C)OC(=O)C)(=O)C.[Na+]. (3) The reactants are: [NH:1]1[CH:5]=[CH:4][N:3]=[CH:2]1.C(O[K])(C)(C)C.F[C:13]1[CH:18]=[CH:17][C:16]([C:19]([F:22])([F:21])[F:20])=[CH:15][C:14]=1[N+:23]([O-:25])=[O:24].CCOC(C)=O. Given the product [N+:23]([C:14]1[CH:15]=[C:16]([C:19]([F:20])([F:21])[F:22])[CH:17]=[CH:18][C:13]=1[N:1]1[CH:5]=[CH:4][N:3]=[CH:2]1)([O-:25])=[O:24], predict the reactants needed to synthesize it. (4) The reactants are: [NH2:1][C:2]1[N:7]=[CH:6][C:5]([C:8]#[N:9])=[CH:4][CH:3]=1.[I:10]I. Given the product [NH2:1][C:2]1[C:3]([I:10])=[CH:4][C:5]([C:8]#[N:9])=[CH:6][N:7]=1, predict the reactants needed to synthesize it. (5) Given the product [Br:20][C:8]1[C:9]2[C:4](=[CH:3][C:2]([Br:1])=[CH:11][CH:10]=2)[CH:5]=[CH:6][C:7]=1[OH:12], predict the reactants needed to synthesize it. The reactants are: [Br:1][C:2]1[CH:3]=[C:4]2[C:9](=[CH:10][CH:11]=1)[CH:8]=[C:7]([OH:12])[CH:6]=[CH:5]2.C1C(=O)N([Br:20])C(=O)C1.Cl.C(OCC)(=O)C. (6) Given the product [OH:25][CH2:24][C:20]1[CH:19]=[C:18]2[C:23](=[CH:22][CH:21]=1)[CH2:15][N:16]([C:2]([NH:1][CH2:4][CH2:5][CH2:6][CH2:26][C:34]1[CH:29]=[CH:30][CH:31]=[CH:32][CH:33]=1)=[O:3])[CH2:17]2, predict the reactants needed to synthesize it. The reactants are: [N:1]([C:4]1C=CC(C(OC)=O)=[CH:6][CH:5]=1)=[C:2]=[O:3].Cl.[CH2:15]1[C:23]2[C:18](=[CH:19][C:20]([CH2:24][OH:25])=[CH:21][CH:22]=2)[CH2:17][NH:16]1.[CH2:26]1[C:34]2[C:29](=[CH:30][CH:31]=[CH:32][CH:33]=2)CN1.